Dataset: Forward reaction prediction with 1.9M reactions from USPTO patents (1976-2016). Task: Predict the product of the given reaction. (1) Given the reactants [Br:1][C:2]1[CH:7]=[C:6]([F:8])[CH:5]=[C:4]([F:9])[C:3]=1[OH:10].N1C=CN=C1.[C:16]([Si:20](Cl)([CH3:22])[CH3:21])([CH3:19])([CH3:18])[CH3:17], predict the reaction product. The product is: [Br:1][C:2]1[CH:7]=[C:6]([F:8])[CH:5]=[C:4]([F:9])[C:3]=1[O:10][Si:20]([C:16]([CH3:19])([CH3:18])[CH3:17])([CH3:22])[CH3:21]. (2) Given the reactants [Cl-].O[NH3+:3].[C:4](=[O:7])([O-])[OH:5].[Na+].CS(C)=O.[C:13]([C:15]1[CH:20]=[CH:19][CH:18]=[CH:17][C:16]=1[C:21]1[CH:26]=[CH:25][C:24]([CH2:27][C:28]2[C:29](=[O:53])[N:30]([C@H:41]3[CH2:46][CH2:45][C@H:44]([O:47][CH:48]([CH3:52])[C:49]([NH2:51])=O)[CH2:43][CH2:42]3)[C:31]3[N:32]([N:37]=[C:38]([CH3:40])[N:39]=3)[C:33]=2[CH2:34][CH2:35][CH3:36])=[C:23]([F:54])[CH:22]=1)#[N:14], predict the reaction product. The product is: [F:54][C:23]1[CH:22]=[C:21]([C:16]2[CH:17]=[CH:18][CH:19]=[CH:20][C:15]=2[C:13]2[NH:14][C:4](=[O:7])[O:5][N:3]=2)[CH:26]=[CH:25][C:24]=1[CH2:27][C:28]1[C:29](=[O:53])[N:30]([C@H:41]2[CH2:46][CH2:45][C@H:44]([O:47][CH:48]([CH3:52])[C:49]#[N:51])[CH2:43][CH2:42]2)[C:31]2[N:32]([N:37]=[C:38]([CH3:40])[N:39]=2)[C:33]=1[CH2:34][CH2:35][CH3:36]. (3) Given the reactants C(OC(=O)C)(=O)C.S(=O)(=O)(O)O.[Cl:13][CH2:14][C:15]([C:25]1[CH:30]=[CH:29][C:28]([Cl:31])=[CH:27][C:26]=1[F:32])(O)[CH2:16][C:17]1[CH:22]=[CH:21][CH:20]=[CH:19][C:18]=1[Cl:23].[Cl-].[Na+].[OH-].[Na+], predict the reaction product. The product is: [Cl:31][C:28]1[CH:29]=[CH:30][C:25](/[C:15](/[CH2:14][Cl:13])=[CH:16]/[C:17]2[CH:22]=[CH:21][CH:20]=[CH:19][C:18]=2[Cl:23])=[C:26]([F:32])[CH:27]=1. (4) Given the reactants [Cl:1][C:2]1[CH:7]=[CH:6][C:5]([N:8]2[CH2:13][CH2:12][NH:11][C@H:10]([CH3:14])[CH2:9]2)=[CH:4][CH:3]=1.CCN(CC)CC.[Cl:22][CH2:23][C:24](Cl)=[O:25], predict the reaction product. The product is: [Cl:22][CH2:23][C:24]([N:11]1[CH2:12][CH2:13][N:8]([C:5]2[CH:4]=[CH:3][C:2]([Cl:1])=[CH:7][CH:6]=2)[CH2:9][C@H:10]1[CH3:14])=[O:25].